Dataset: Full USPTO retrosynthesis dataset with 1.9M reactions from patents (1976-2016). Task: Predict the reactants needed to synthesize the given product. Given the product [NH2:20][CH:17]1[CH2:18][CH2:19][N:14]([CH2:13][CH2:12][N:7]2[C:6]3[CH:28]=[C:2]([Cl:1])[CH:3]=[CH:4][C:5]=3[N:10]=[N:9][C:8]2=[O:11])[CH2:15][CH2:16]1, predict the reactants needed to synthesize it. The reactants are: [Cl:1][C:2]1[CH:3]=[CH:4][C:5]2[N:10]=[N:9][C:8](=[O:11])[N:7]([CH2:12][CH2:13][N:14]3[CH2:19][CH2:18][CH:17]([NH:20]C(=O)OC(C)(C)C)[CH2:16][CH2:15]3)[C:6]=2[CH:28]=1.C(O)(C(F)(F)F)=O.NC1CCN(CCN2C3C(=CC(C#N)=CC=3)N=CC2=O)CC1.